From a dataset of Peptide-MHC class I binding affinity with 185,985 pairs from IEDB/IMGT. Regression. Given a peptide amino acid sequence and an MHC pseudo amino acid sequence, predict their binding affinity value. This is MHC class I binding data. (1) The peptide sequence is GRFQEALKK. The MHC is HLA-A02:19 with pseudo-sequence HLA-A02:19. The binding affinity (normalized) is 0.0847. (2) The peptide sequence is MTSTRTIIL. The MHC is HLA-A02:02 with pseudo-sequence HLA-A02:02. The binding affinity (normalized) is 0.335. (3) The peptide sequence is FARERRLAL. The MHC is HLA-A01:01 with pseudo-sequence HLA-A01:01. The binding affinity (normalized) is 0.213. (4) The peptide sequence is AVNEEWLTAV. The MHC is HLA-A02:01 with pseudo-sequence HLA-A02:01. The binding affinity (normalized) is 0.449.